From a dataset of CYP3A4 inhibition data for predicting drug metabolism from PubChem BioAssay. Regression/Classification. Given a drug SMILES string, predict its absorption, distribution, metabolism, or excretion properties. Task type varies by dataset: regression for continuous measurements (e.g., permeability, clearance, half-life) or binary classification for categorical outcomes (e.g., BBB penetration, CYP inhibition). Dataset: cyp3a4_veith. The drug is CC[C@]1(O)C[C@@H]2CN(CCc3c([nH]c4ccccc34)[C@](C(=O)OC)(c3cc4c(cc3OC)N(C)[C@H]3[C@](O)(C(=O)OC)[C@@H](C(=O)OC)[C@@]5(CC)C=CCN6CC[C@@]43[C@@H]65)C2)C1. The result is 1 (inhibitor).